Dataset: Forward reaction prediction with 1.9M reactions from USPTO patents (1976-2016). Task: Predict the product of the given reaction. (1) The product is: [CH2:12]([O:19][C:20]1[C:21]([CH3:30])=[C:22]2[N:27]([CH:28]=1)[N:26]=[CH:25][N:24]=[C:23]2[O:1][C:2]1[CH:3]=[C:4]2[CH:5]=[C:6]([CH3:11])[NH:7][C:8]2=[N:9][CH:10]=1)[C:13]1[CH:14]=[CH:15][CH:16]=[CH:17][CH:18]=1. Given the reactants [OH:1][C:2]1[CH:3]=[C:4]2[C:8](=[N:9][CH:10]=1)[NH:7][C:6]([CH3:11])=[CH:5]2.[CH2:12]([O:19][C:20]1[C:21]([CH3:30])=[C:22]2[N:27]([CH:28]=1)[N:26]=[CH:25][N:24]=[C:23]2Cl)[C:13]1[CH:18]=[CH:17][CH:16]=[CH:15][CH:14]=1.C(C#N)(C)=O, predict the reaction product. (2) Given the reactants C(OCC)(=O)C.C(OC([N:14]1[C:22]2[C:17](=[CH:18][C:19]([NH:23][C:24](=[O:40])[C:25]([N:27]3[CH2:32][CH2:31][CH:30]([CH2:33][C:34]4[CH:39]=[CH:38][CH:37]=[CH:36][CH:35]=4)[CH2:29][CH2:28]3)=[O:26])=[CH:20][CH:21]=2)[CH2:16][CH2:15]1)=O)(C)(C)C, predict the reaction product. The product is: [CH2:33]([CH:30]1[CH2:29][CH2:28][N:27]([C:25](=[O:26])[C:24]([NH:23][C:19]2[CH:18]=[C:17]3[C:22](=[CH:21][CH:20]=2)[NH:14][CH2:15][CH2:16]3)=[O:40])[CH2:32][CH2:31]1)[C:34]1[CH:39]=[CH:38][CH:37]=[CH:36][CH:35]=1. (3) The product is: [CH3:37][C:38]1[CH:39]=[C:40]([N:44]2[CH2:49][CH2:48][CH:47]([N:15]3[CH2:19][CH2:18][C@@H:17]([NH:20][C:21](=[O:36])[CH2:22][NH:23][C:24](=[O:35])[C:25]4[CH:30]=[CH:29][CH:28]=[C:27]([C:31]([F:32])([F:34])[F:33])[CH:26]=4)[CH2:16]3)[CH2:46][CH2:45]2)[CH:41]=[CH:42][CH:43]=1. Given the reactants COC1N=CC(N2CCC([N:15]3[CH2:19][CH2:18][C@@H:17]([NH:20][C:21](=[O:36])[CH2:22][NH:23][C:24](=[O:35])[C:25]4[CH:30]=[CH:29][CH:28]=[C:27]([C:31]([F:34])([F:33])[F:32])[CH:26]=4)[CH2:16]3)CC2)=CC=1.[CH3:37][C:38]1[CH:39]=[C:40]([N:44]2[CH2:49][CH2:48][C:47](=O)[CH2:46][CH2:45]2)[CH:41]=[CH:42][CH:43]=1.COC1N=CC(N2CCC(=O)CC2)=CC=1, predict the reaction product. (4) Given the reactants C(=O)([O-])[O-].[K+].[K+].Cl.[C:8]([C:11]1[CH:16]=[CH:15][CH:14]=[CH:13][N:12]=1)(=[NH:10])[NH2:9].[Cl:17][C:18]1[CH:19]=[C:20]([CH:34]=[CH:35][C:36]=1[Cl:37])[CH2:21][CH:22]([C:28](=O)[C:29]([F:32])([F:31])[F:30])[C:23](OCC)=[O:24], predict the reaction product. The product is: [Cl:17][C:18]1[CH:19]=[C:20]([CH:34]=[CH:35][C:36]=1[Cl:37])[CH2:21][C:22]1[C:23](=[O:24])[NH:10][C:8]([C:11]2[CH:16]=[CH:15][CH:14]=[CH:13][N:12]=2)=[N:9][C:28]=1[C:29]([F:31])([F:32])[F:30]. (5) Given the reactants [NH:1]1[C:9]2[C:4](=[CH:5][CH:6]=[CH:7][C:8]=2[S:10]([NH:13][C:14]([C@@:16]2([NH:21][C:22]([C@@H:24]3[CH2:28][C@@H:27]([O:29][C:30]4[C:39]5[C:34](=[CH:35][C:36]([O:40][CH3:41])=[CH:37][CH:38]=5)[N:33]=[C:32]([C:42]5[CH:47]=[CH:46][CH:45]=[CH:44][CH:43]=5)[CH:31]=4)[CH2:26][C@@H:25]3[NH2:48])=[O:23])[CH2:18][C@H:17]2[CH:19]=[CH2:20])=[O:15])(=[O:12])=[O:11])[CH:3]=[CH:2]1.[CH3:49][C:50](O)=[O:51].CCN(C(C)C)C(C)C.CN(C(ON1N=NC2C=CC=CC1=2)=[N+](C)C)C.[B-](F)(F)(F)F, predict the reaction product. The product is: [NH:1]1[C:9]2[C:4](=[CH:5][CH:6]=[CH:7][C:8]=2[S:10]([NH:13][C:14]([C@@:16]2([NH:21][C:22]([C@@H:24]3[CH2:28][C@@H:27]([O:29][C:30]4[C:39]5[C:34](=[CH:35][C:36]([O:40][CH3:41])=[CH:37][CH:38]=5)[N:33]=[C:32]([C:42]5[CH:47]=[CH:46][CH:45]=[CH:44][CH:43]=5)[CH:31]=4)[CH2:26][C@@H:25]3[NH:48][C:50](=[O:51])[CH3:49])=[O:23])[CH2:18][C@H:17]2[CH:19]=[CH2:20])=[O:15])(=[O:12])=[O:11])[CH:3]=[CH:2]1. (6) Given the reactants Cl[C:2]1[N:7]=[C:6]([C:8]2[CH:20]=[CH:19][C:11]3[N:12]=[C:13]([NH:15][C:16](=[O:18])[CH3:17])[S:14][C:10]=3[CH:9]=2)[CH:5]=[CH:4][N:3]=1.[N:21]1([NH2:27])[CH2:26][CH2:25][CH2:24][CH2:23][CH2:22]1, predict the reaction product. The product is: [N:21]1([NH:27][C:2]2[N:7]=[C:6]([C:8]3[CH:20]=[CH:19][C:11]4[N:12]=[C:13]([NH:15][C:16](=[O:18])[CH3:17])[S:14][C:10]=4[CH:9]=3)[CH:5]=[CH:4][N:3]=2)[CH2:26][CH2:25][CH2:24][CH2:23][CH2:22]1. (7) The product is: [CH3:1][N:2]([CH3:33])[C@H:3]1[CH2:4][CH2:5][C@H:6]([C:9]([NH:11][C:12]2[C:16]3[CH:17]=[CH:18][C:19]([OH:21])=[CH:20][C:15]=3[O:14][C:13]=2[C:23]([NH:25][C:26]2[CH:31]=[CH:30][C:29]([Cl:32])=[CH:28][N:27]=2)=[O:24])=[O:10])[CH2:7][CH2:8]1. Given the reactants [CH3:1][N:2]([CH3:33])[C@H:3]1[CH2:8][CH2:7][C@H:6]([C:9]([NH:11][C:12]2[C:16]3[CH:17]=[CH:18][C:19]([O:21]C)=[CH:20][C:15]=3[O:14][C:13]=2[C:23]([NH:25][C:26]2[CH:31]=[CH:30][C:29]([Cl:32])=[CH:28][N:27]=2)=[O:24])=[O:10])[CH2:5][CH2:4]1.B(Br)(Br)Br.C(=O)([O-])O.[Na+], predict the reaction product. (8) Given the reactants [CH2:1]([O:8][C:9]([N:11]([CH2:14][C:15]1[CH:16]=[C:17]([CH:21]=[CH:22][C:23]=1Br)[C:18]([OH:20])=[O:19])[CH2:12][CH3:13])=[O:10])[C:2]1[CH:7]=[CH:6][CH:5]=[CH:4][CH:3]=1.[CH2:25]([O:27][C:28](=[O:47])[CH2:29][C:30]1[CH:35]=[CH:34][C:33]([O:36][CH3:37])=[C:32](B2OC(C)(C)C(C)(C)O2)[CH:31]=1)[CH3:26], predict the reaction product. The product is: [CH2:1]([O:8][C:9]([N:11]([CH2:14][C:15]1[CH:16]=[C:17]([C:18]([OH:20])=[O:19])[CH:21]=[CH:22][C:23]=1[C:32]1[CH:31]=[C:30]([CH2:29][C:28]([O:27][CH2:25][CH3:26])=[O:47])[CH:35]=[CH:34][C:33]=1[O:36][CH3:37])[CH2:12][CH3:13])=[O:10])[C:2]1[CH:7]=[CH:6][CH:5]=[CH:4][CH:3]=1. (9) Given the reactants C1C(=O)N([Br:8])C(=O)C1.CC(N=NC(C#N)(C)C)(C#N)C.[Br:21][C:22]1[CH:27]=[CH:26][C:25]([CH3:28])=[CH:24][C:23]=1[C:29]([F:32])([F:31])[F:30], predict the reaction product. The product is: [Br:21][C:22]1[CH:27]=[CH:26][C:25]([CH2:28][Br:8])=[CH:24][C:23]=1[C:29]([F:30])([F:31])[F:32]. (10) Given the reactants [CH3:1][O:2][C:3]([N:5]1[C@@H:13]2[C@@H:8]([C@@:9]([OH:23])([C:14]#[C:15][C:16]3[CH:17]=[C:18]([CH3:22])[CH:19]=[CH:20][CH:21]=3)[CH2:10][CH2:11][CH2:12]2)[CH2:7][CH2:6]1)=[O:4].[CH3:24][N:25]([CH2:27][C:28](O)=[O:29])[CH3:26], predict the reaction product. The product is: [CH3:1][O:2][C:3]([N:5]1[C@H:13]2[C@H:8]([C@:9]([O:23][C:28](=[O:29])[CH2:27][N:25]([CH3:26])[CH3:24])([C:14]#[C:15][C:16]3[CH:17]=[C:18]([CH3:22])[CH:19]=[CH:20][CH:21]=3)[CH2:10][CH2:11][CH2:12]2)[CH2:7][CH2:6]1)=[O:4].